This data is from NCI-60 drug combinations with 297,098 pairs across 59 cell lines. The task is: Regression. Given two drug SMILES strings and cell line genomic features, predict the synergy score measuring deviation from expected non-interaction effect. (1) Drug 1: C1CCC(C1)C(CC#N)N2C=C(C=N2)C3=C4C=CNC4=NC=N3. Drug 2: C1=NC2=C(N=C(N=C2N1C3C(C(C(O3)CO)O)F)Cl)N. Cell line: MCF7. Synergy scores: CSS=16.9, Synergy_ZIP=-5.45, Synergy_Bliss=2.95, Synergy_Loewe=-2.23, Synergy_HSA=1.78. (2) Drug 1: CN(C)N=NC1=C(NC=N1)C(=O)N. Drug 2: C1=CC(=CC=C1CC(C(=O)O)N)N(CCCl)CCCl.Cl. Cell line: SK-MEL-28. Synergy scores: CSS=-4.71, Synergy_ZIP=0.990, Synergy_Bliss=1.79, Synergy_Loewe=-7.91, Synergy_HSA=-2.62. (3) Drug 1: C1=CC(=CC=C1CCC2=CNC3=C2C(=O)NC(=N3)N)C(=O)NC(CCC(=O)O)C(=O)O. Drug 2: C1=CC=C(C(=C1)C(C2=CC=C(C=C2)Cl)C(Cl)Cl)Cl. Cell line: UACC62. Synergy scores: CSS=10.4, Synergy_ZIP=-3.02, Synergy_Bliss=0.863, Synergy_Loewe=-7.15, Synergy_HSA=0.824. (4) Drug 1: CC1=C(C=C(C=C1)C(=O)NC2=CC(=CC(=C2)C(F)(F)F)N3C=C(N=C3)C)NC4=NC=CC(=N4)C5=CN=CC=C5. Drug 2: CCC1(C2=C(COC1=O)C(=O)N3CC4=CC5=C(C=CC(=C5CN(C)C)O)N=C4C3=C2)O.Cl. Cell line: SK-MEL-2. Synergy scores: CSS=10.5, Synergy_ZIP=6.47, Synergy_Bliss=12.5, Synergy_Loewe=-22.7, Synergy_HSA=-0.103. (5) Drug 1: CC(CN1CC(=O)NC(=O)C1)N2CC(=O)NC(=O)C2. Drug 2: B(C(CC(C)C)NC(=O)C(CC1=CC=CC=C1)NC(=O)C2=NC=CN=C2)(O)O. Cell line: SK-OV-3. Synergy scores: CSS=8.58, Synergy_ZIP=-3.24, Synergy_Bliss=-0.429, Synergy_Loewe=-0.919, Synergy_HSA=0.761. (6) Drug 1: C1CC(C1)(C(=O)O)C(=O)O.[NH2-].[NH2-].[Pt+2]. Drug 2: C1=NC2=C(N1)C(=S)N=CN2. Cell line: UACC-257. Synergy scores: CSS=11.3, Synergy_ZIP=-8.80, Synergy_Bliss=-7.19, Synergy_Loewe=-6.03, Synergy_HSA=-5.02. (7) Drug 1: CC1=C2C(C(=O)C3(C(CC4C(C3C(C(C2(C)C)(CC1OC(=O)C(C(C5=CC=CC=C5)NC(=O)C6=CC=CC=C6)O)O)OC(=O)C7=CC=CC=C7)(CO4)OC(=O)C)O)C)OC(=O)C. Drug 2: C1CC(=O)NC(=O)C1N2C(=O)C3=CC=CC=C3C2=O. Cell line: RXF 393. Synergy scores: CSS=36.0, Synergy_ZIP=-7.59, Synergy_Bliss=-1.83, Synergy_Loewe=-58.0, Synergy_HSA=-0.651.